Predict the reaction yield, written as a fraction of the theoretical maximum amount of product (1.0 means a 100% yield; for example, 0.34 means a 34% yield). From a dataset of Reaction yield outcomes from USPTO patents with 853,638 reactions. (1) The reactants are Br[CH:2]([C:7]1[CH:8]=[C:9]([Cl:15])[C:10]([Cl:14])=[C:11]([Cl:13])[CH:12]=1)[C:3]([F:6])([F:5])[F:4].[CH:16]([C:18]1[CH:19]=[C:20]2[C:24](=[CH:25][CH:26]=1)[C:23](=[O:27])[CH2:22][CH2:21]2)=[CH2:17].N1C=CC=CC=1C1C=CC=CN=1. The catalyst is ClC1C=CC=CC=1Cl.Cl[Cu]. The product is [F:4][C:3]([F:6])([F:5])[CH:2]([C:7]1[CH:8]=[C:9]([Cl:15])[C:10]([Cl:14])=[C:11]([Cl:13])[CH:12]=1)/[CH:17]=[CH:16]/[C:18]1[CH:19]=[C:20]2[C:24](=[CH:25][CH:26]=1)[C:23](=[O:27])[CH2:22][CH2:21]2. The yield is 0.250. (2) The reactants are [Cl:1][C:2]1[CH:7]=[CH:6][C:5]([C@@H:8]2[CH2:13][CH2:12][N:11]([C:14]([O:16][C:17]([CH3:20])([CH3:19])[CH3:18])=[O:15])[CH2:10][C@H:9]2[CH2:21][OH:22])=[CH:4][CH:3]=1.[H-].[Na+].F[C:26]1[CH:33]=[CH:32][C:31]([I:34])=[CH:30][C:27]=1[C:28]#[N:29].[Cl-].[NH4+]. The catalyst is CN(C)C=O.C(OCC)(=O)C. The product is [Cl:1][C:2]1[CH:3]=[CH:4][C:5]([C@@H:8]2[CH2:13][CH2:12][N:11]([C:14]([O:16][C:17]([CH3:18])([CH3:19])[CH3:20])=[O:15])[CH2:10][C@H:9]2[CH2:21][O:22][C:26]2[CH:33]=[CH:32][C:31]([I:34])=[CH:30][C:27]=2[C:28]#[N:29])=[CH:6][CH:7]=1. The yield is 0.880.